This data is from NCI-60 drug combinations with 297,098 pairs across 59 cell lines. The task is: Regression. Given two drug SMILES strings and cell line genomic features, predict the synergy score measuring deviation from expected non-interaction effect. (1) Drug 1: C1CCN(CC1)CCOC2=CC=C(C=C2)C(=O)C3=C(SC4=C3C=CC(=C4)O)C5=CC=C(C=C5)O. Drug 2: C1=CC(=CC=C1CC(C(=O)O)N)N(CCCl)CCCl.Cl. Cell line: MDA-MB-231. Synergy scores: CSS=17.4, Synergy_ZIP=0.303, Synergy_Bliss=-0.463, Synergy_Loewe=-3.90, Synergy_HSA=-2.56. (2) Drug 2: CN(C(=O)NC(C=O)C(C(C(CO)O)O)O)N=O. Cell line: NCI-H322M. Synergy scores: CSS=-11.1, Synergy_ZIP=0.335, Synergy_Bliss=-7.75, Synergy_Loewe=-9.59, Synergy_HSA=-9.50. Drug 1: CC(C1=C(C=CC(=C1Cl)F)Cl)OC2=C(N=CC(=C2)C3=CN(N=C3)C4CCNCC4)N. (3) Drug 1: CC=C1C(=O)NC(C(=O)OC2CC(=O)NC(C(=O)NC(CSSCCC=C2)C(=O)N1)C(C)C)C(C)C. Drug 2: CCC1(CC2CC(C3=C(CCN(C2)C1)C4=CC=CC=C4N3)(C5=C(C=C6C(=C5)C78CCN9C7C(C=CC9)(C(C(C8N6C)(C(=O)OC)O)OC(=O)C)CC)OC)C(=O)OC)O.OS(=O)(=O)O. Cell line: HL-60(TB). Synergy scores: CSS=63.5, Synergy_ZIP=-2.15, Synergy_Bliss=-0.552, Synergy_Loewe=1.51, Synergy_HSA=1.54. (4) Drug 1: C1CCC(CC1)NC(=O)N(CCCl)N=O. Drug 2: CN(CCCl)CCCl.Cl. Cell line: SK-MEL-2. Synergy scores: CSS=17.8, Synergy_ZIP=-4.53, Synergy_Bliss=0.680, Synergy_Loewe=-4.41, Synergy_HSA=-4.11. (5) Drug 1: C1C(C(OC1N2C=C(C(=O)NC2=O)F)CO)O. Drug 2: CCC1(CC2CC(C3=C(CCN(C2)C1)C4=CC=CC=C4N3)(C5=C(C=C6C(=C5)C78CCN9C7C(C=CC9)(C(C(C8N6C)(C(=O)OC)O)OC(=O)C)CC)OC)C(=O)OC)O.OS(=O)(=O)O. Cell line: SN12C. Synergy scores: CSS=2.42, Synergy_ZIP=-4.37, Synergy_Bliss=4.08, Synergy_Loewe=-10.1, Synergy_HSA=-1.90.